Dataset: Full USPTO retrosynthesis dataset with 1.9M reactions from patents (1976-2016). Task: Predict the reactants needed to synthesize the given product. (1) Given the product [F:24][C:21]1[CH:20]=[CH:19][C:18]([C:17]([NH:16][C:13]([CH3:14])([CH3:15])[C:12]([NH:11][C:9]2[S:10][C:6]([C:4]([OH:5])=[O:3])=[C:7]([C:27]3[CH:32]=[CH:31][CH:30]=[CH:29][CH:28]=3)[N:8]=2)=[O:26])=[O:25])=[CH:23][CH:22]=1, predict the reactants needed to synthesize it. The reactants are: C([O:3][C:4]([C:6]1[S:10][C:9]([NH:11][C:12](=[O:26])[C:13]([NH:16][C:17](=[O:25])[C:18]2[CH:23]=[CH:22][C:21]([F:24])=[CH:20][CH:19]=2)([CH3:15])[CH3:14])=[N:8][C:7]=1[C:27]1[CH:32]=[CH:31][CH:30]=[CH:29][CH:28]=1)=[O:5])C.[OH-].[K+]. (2) Given the product [CH3:14][O:13][C:4]1[CH:5]=[C:6]([O:11][CH3:12])[C:7]([O:9][CH3:10])=[C:8]([CH2:42][CH2:41][CH2:40][CH2:39][CH2:38][CH2:37][CH2:36][CH2:35][CH2:34][CH:33]=[CH2:32])[C:3]=1[O:2][CH3:1], predict the reactants needed to synthesize it. The reactants are: [CH3:1][O:2][C:3]1[CH:8]=[C:7]([O:9][CH3:10])[C:6]([O:11][CH3:12])=[CH:5][C:4]=1[O:13][CH3:14].CN(C)P(N(C)C)(N(C)C)=O.C([Li])CCC.Br[CH2:32][CH2:33][CH2:34][CH2:35][CH2:36][CH2:37][CH2:38][CH2:39][CH2:40][CH:41]=[CH2:42]. (3) Given the product [CH2:20]([N:17]1[CH2:16][CH2:15][CH:14]([C:4]2[CH:5]=[CH:6][CH:7]=[C:8]([O:9][C:10]([F:11])([F:12])[F:13])[C:3]=2[OH:2])[CH2:19][CH2:18]1)[CH2:21][CH3:22], predict the reactants needed to synthesize it. The reactants are: C[O:2][C:3]1[C:8]([O:9][C:10]([F:13])([F:12])[F:11])=[CH:7][CH:6]=[CH:5][C:4]=1[CH:14]1[CH2:19][CH2:18][N:17]([CH2:20][CH2:21][CH3:22])[CH2:16][CH2:15]1.Cl.N1C=CC=CC=1.Cl. (4) Given the product [C:34]([O:37][CH2:38][CH2:39][CH2:40][S:41]([NH:44][C:19]([C:15]1[N:11]2[CH:12]=[CH:13][CH:14]=[C:9]([O:8][CH2:7][CH:1]3[CH2:2][CH2:3][CH2:4][CH2:5][CH2:6]3)[C:10]2=[N:17][C:16]=1[CH3:18])=[O:21])(=[O:42])=[O:43])(=[O:36])[CH3:35], predict the reactants needed to synthesize it. The reactants are: [CH:1]1([CH2:7][O:8][C:9]2[C:10]3[N:11]([C:15]([C:19]([OH:21])=O)=[C:16]([CH3:18])[N:17]=3)[CH:12]=[CH:13][CH:14]=2)[CH2:6][CH2:5][CH2:4][CH2:3][CH2:2]1.C(N1C=CN=C1)(N1C=CN=C1)=O.[C:34]([O:37][CH2:38][CH2:39][CH2:40][S:41]([NH2:44])(=[O:43])=[O:42])(=[O:36])[CH3:35].C1CCN2C(=NCCC2)CC1. (5) The reactants are: [CH3:1][C:2]1[N:11]=[CH:10][C:9]2[C:4](=[CH:5][C:6]([N+:12]([O-])=O)=[CH:7][CH:8]=2)[N:3]=1.[H][H]. Given the product [NH2:12][C:6]1[CH:5]=[C:4]2[C:9]([CH:10]=[N:11][C:2]([CH3:1])=[N:3]2)=[CH:8][CH:7]=1, predict the reactants needed to synthesize it. (6) Given the product [Br:4][Br:5].[Br:4][CH:2]([CH3:3])[CH3:1].[Br:4][CH2:1][CH2:2][CH3:3], predict the reactants needed to synthesize it. The reactants are: [CH3:1][CH2:2][CH3:3].[Br:4][Br:5]. (7) Given the product [CH3:24][O:23][C:16]1[CH:17]=[C:18]([O:21][CH3:22])[CH:19]=[CH:20][C:15]=1[CH2:14][N:13]1[C:8]([C:5]2[CH:4]=[CH:3][C:2](/[CH:37]=[CH:36]/[O:38][CH2:39][CH3:40])=[CH:7][CH:6]=2)=[C:9]([CH2:34][CH3:35])[C:10]([OH:30])=[C:11]([C:26]([O:28][CH3:29])=[O:27])[C:12]1=[O:25], predict the reactants needed to synthesize it. The reactants are: Cl[C:2]1[CH:7]=[CH:6][C:5]([C:8]2[N:13]([CH2:14][C:15]3[CH:20]=[CH:19][C:18]([O:21][CH3:22])=[CH:17][C:16]=3[O:23][CH3:24])[C:12](=[O:25])[C:11]([C:26]([O:28][CH3:29])=[O:27])=[C:10]([O:30]COC)[C:9]=2[CH2:34][CH3:35])=[CH:4][CH:3]=1.[CH2:36]([O:38]/[CH:39]=[CH:40]/B1OC(C)(C)C(C)(C)O1)[CH3:37].COC1C=CC=C(OC)C=1C1C=CC=CC=1P(C1CCCCC1)C1CCCCC1.[OH-].[K+].